This data is from Catalyst prediction with 721,799 reactions and 888 catalyst types from USPTO. The task is: Predict which catalyst facilitates the given reaction. (1) Reactant: [F:1][C:2]1[C:3]([CH2:9]O)=[N:4][CH:5]=[C:6]([F:8])[CH:7]=1.C(Cl)[Cl:12].S(Cl)(Cl)=O.C(=O)(O)[O-].[Na+]. Product: [Cl:12][CH2:9][C:3]1[C:2]([F:1])=[CH:7][C:6]([F:8])=[CH:5][N:4]=1. The catalyst class is: 3. (2) Reactant: [N:1]1([C:7]2[N:12]=[C:11]([N:13]3[CH2:18][CH2:17][NH:16][CH2:15][CH2:14]3)[N:10]=[C:9]([C:19]3[CH:20]=[C:21]([OH:25])[CH:22]=[CH:23][CH:24]=3)[N:8]=2)[CH2:6][CH2:5][O:4][CH2:3][CH2:2]1.C(N(C(C)C)C(C)C)C.[Cl:35][CH2:36][C:37](Cl)=[O:38]. Product: [Cl:35][CH2:36][C:37]([N:16]1[CH2:17][CH2:18][N:13]([C:11]2[N:12]=[C:7]([N:1]3[CH2:2][CH2:3][O:4][CH2:5][CH2:6]3)[N:8]=[C:9]([C:19]3[CH:20]=[C:21]([OH:25])[CH:22]=[CH:23][CH:24]=3)[N:10]=2)[CH2:14][CH2:15]1)=[O:38]. The catalyst class is: 2. (3) Reactant: [CH:1]1[C:10]2[C:5](=[C:6]([NH:11][CH:12]3[CH2:17][CH2:16][C:15](=O)[CH2:14][CH2:13]3)[CH:7]=[CH:8][CH:9]=2)[CH:4]=[CH:3][N:2]=1.[CH2:19]([NH2:22])[CH2:20][CH3:21].C(O[BH-](OC(=O)C)OC(=O)C)(=O)C.[Na+].Cl.CO. Product: [CH:1]1[C:10]2[C:5](=[C:6]([NH:11][CH:12]3[CH2:17][CH2:16][CH:15]([NH:22][CH2:19][CH2:20][CH3:21])[CH2:14][CH2:13]3)[CH:7]=[CH:8][CH:9]=2)[CH:4]=[CH:3][N:2]=1. The catalyst class is: 5. (4) Reactant: [ClH:1].Cl.[NH2:3][C@@H:4]([CH3:12])[CH2:5][CH2:6][NH:7][CH2:8][CH2:9][O:10][CH3:11].[F:13][C:14]1[CH:19]=[C:18]([F:20])[CH:17]=[CH:16][C:15]=1[CH2:21][NH:22][C:23]([C:25]1[C:26](=[O:46])[C:27]([OH:45])=[C:28]2[C:42](=[O:43])[N:32]3[C@@H:33]([CH3:41])[CH2:34][CH2:35][N:36]([CH2:37][CH2:38][O:39][CH3:40])[C@@H:31]3[CH2:30][N:29]2[CH:44]=1)=[O:24].N[C@@H:48]([CH3:56])[CH2:49][CH2:50]NCCOC.[C:57]([OH:60])(=[O:59])[CH3:58]. Product: [CH3:12][C@H:4]([NH:3][C:57](=[O:59])[O:60][C:15]([CH3:21])([CH3:16])[CH3:14])[CH2:5][CH2:6][NH:7][CH2:8][CH2:9][O:10][CH3:11].[ClH:1].[ClH:1].[NH2:32][C@@H:33]([CH3:41])[CH2:34][CH2:35][NH:36][CH2:37][CH2:38][O:39][CH3:40].[F:13][C:14]1[CH:19]=[C:18]([F:20])[CH:17]=[CH:16][C:15]=1[CH2:21][NH:22][C:23]([C:25]1[C:26](=[O:46])[C:27]([OH:45])=[C:28]2[C:42](=[O:43])[N:32]3[C@@H:33]([CH3:41])[CH2:34][CH2:35][N:36]([CH2:37][CH2:38][O:39][CH3:40])[C@@H:31]3[CH2:30][N:29]2[CH:44]=1)=[O:24].[F:13][C:14]1[CH:19]=[C:18]([F:20])[CH:17]=[CH:16][C:15]=1[CH2:21][NH:22][C:23]([C:25]1[C:26](=[O:46])[C:27]([O:45][CH2:4][C:48]2[CH:49]=[CH:50][CH:58]=[CH:57][CH:56]=2)=[C:28]2[C:42](=[O:43])[N:32]3[C@@H:33]([CH3:41])[CH2:34][CH2:35][N:36]([CH2:37][CH2:38][O:39][CH3:40])[C@@H:31]3[CH2:30][N:29]2[CH:44]=1)=[O:24]. The catalyst class is: 4. (5) Reactant: [CH:1]([C:3]1[CH:4]=[CH:5][C:6]([O:11][CH3:12])=[C:7]([CH:10]=1)[C:8]#[N:9])=O.C([O-])(=O)C.[Na+].[OH:18][NH2:19]. Product: [OH:18][N:19]=[CH:1][C:3]1[CH:4]=[CH:5][C:6]([O:11][CH3:12])=[C:7]([CH:10]=1)[C:8]#[N:9]. The catalyst class is: 8. (6) Reactant: [NH2:1][C:2]1[CH:7]=[CH:6][C:5]([CH:8]([CH2:17][CH:18]2[CH2:22][CH2:21][CH2:20][CH2:19]2)[C:9]([NH:11][C:12]2[S:13][CH:14]=[CH:15][N:16]=2)=[O:10])=[CH:4][CH:3]=1.C(N(CC)C(C)C)(C)C.[C:32]([O:35][CH2:36][C:37](Cl)=[O:38])(=[O:34])[CH3:33]. Product: [CH:18]1([CH2:17][CH:8]([C:5]2[CH:4]=[CH:3][C:2]([NH:1][C:37]([CH2:36][O:35][C:32](=[O:34])[CH3:33])=[O:38])=[CH:7][CH:6]=2)[C:9](=[O:10])[NH:11][C:12]2[S:13][CH:14]=[CH:15][N:16]=2)[CH2:22][CH2:21][CH2:20][CH2:19]1. The catalyst class is: 7. (7) Reactant: [Br:1][C:2]1[CH:3]=[CH:4][C:5](F)=[C:6]([N+:8]([O-:10])=[O:9])[CH:7]=1.Cl.[NH2:13][C@@H:14]([CH2:18][CH3:19])[C:15]([NH2:17])=[O:16]. Product: [Br:1][C:2]1[CH:3]=[CH:4][C:5]([NH:13][C@@H:14]([CH2:18][CH3:19])[C:15]([NH2:17])=[O:16])=[C:6]([N+:8]([O-:10])=[O:9])[CH:7]=1. The catalyst class is: 571. (8) Reactant: C(OC([N:8]1[CH2:13][CH2:12][N:11]([C:14]2[CH:19]=[N:18][C:17]([C:20]([NH:22][C:23]3[CH:28]=[CH:27][CH:26]=[CH:25][C:24]=3[NH:29]C(OC(C)(C)C)=O)=[O:21])=[CH:16][N:15]=2)[CH2:10][CH2:9]1)=O)(C)(C)C.[ClH:37]. Product: [ClH:37].[ClH:37].[ClH:37].[NH2:29][C:24]1[CH:25]=[CH:26][CH:27]=[CH:28][C:23]=1[NH:22][C:20]([C:17]1[CH:16]=[N:15][C:14]([N:11]2[CH2:10][CH2:9][NH:8][CH2:13][CH2:12]2)=[CH:19][N:18]=1)=[O:21]. The catalyst class is: 472. (9) Reactant: [SH:1][C:2]1[NH:10][C:9]2[C:4](=[N:5][CH:6]=[N:7][C:8]=2[NH2:11])[N:3]=1.Br[C:13]1[C:21]([Br:22])=[CH:20][C:16]2[O:17][CH2:18][O:19][C:15]=2[CH:14]=1.CC1(C)C2C(=C(P(C3C=CC=CC=3)C3C=CC=CC=3)C=CC=2)OC2C(P(C3C=CC=CC=3)C3C=CC=CC=3)=CC=CC1=2.C([O-])([O-])=O.[K+].[K+]. Product: [Br:22][C:21]1[C:13]([S:1][C:2]2[NH:3][C:4]3[C:9]([N:10]=2)=[C:8]([NH2:11])[N:7]=[CH:6][N:5]=3)=[CH:14][C:15]2[O:19][CH2:18][O:17][C:16]=2[CH:20]=1. The catalyst class is: 102. (10) Reactant: [CH2:1]([C:6]1[CH:15]=[CH:14][C:9]([C:10]([NH:12][NH2:13])=[O:11])=[CH:8][CH:7]=1)[CH2:2][CH2:3][CH2:4][CH3:5].C(N(CC)CC)C.[CH2:23]([S:25][C:26]1[CH:34]=[CH:33][CH:32]=[CH:31][C:27]=1[C:28](Cl)=[O:29])[CH3:24]. Product: [CH2:23]([S:25][C:26]1[CH:34]=[CH:33][CH:32]=[CH:31][C:27]=1[C:28]([NH:13][NH:12][C:10](=[O:11])[C:9]1[CH:8]=[CH:7][C:6]([CH2:1][CH2:2][CH2:3][CH2:4][CH3:5])=[CH:15][CH:14]=1)=[O:29])[CH3:24]. The catalyst class is: 2.